Task: Predict the reactants needed to synthesize the given product.. Dataset: Full USPTO retrosynthesis dataset with 1.9M reactions from patents (1976-2016) The reactants are: Cl[C:2]1[CH:10]=[CH:9][C:5]([C:6]([NH2:8])=[O:7])=[CH:4][N:3]=1.[CH3:11][C:12]1[CH:17]=[CH:16][N+:15]([O-])=[CH:14][CH:13]=1.Br.C(O)(=[O:22])C.[OH-].[Na+]. Given the product [CH3:11][C:12]1[CH:17]=[CH:16][N:15]=[C:14]([N:3]2[C:2](=[O:22])[CH:10]=[CH:9][C:5]([C:6]([NH2:8])=[O:7])=[CH:4]2)[CH:13]=1, predict the reactants needed to synthesize it.